Predict the reactants needed to synthesize the given product. From a dataset of Full USPTO retrosynthesis dataset with 1.9M reactions from patents (1976-2016). (1) The reactants are: [H-].[Al+3].[Li+].[H-].[H-].[H-].[C@@H:7]12[CH2:12][C@@H:11]1[CH2:10][C@H:9]([C:13](OCC)=[O:14])[N:8]2[C:18]([O:20][C:21]([CH3:24])([CH3:23])[CH3:22])=[O:19].O.O.O.O.O.O.O.O.O.O.C(=O)([O-])[O-].[Na+].[Na+]. Given the product [OH:14][CH2:13][C@H:9]1[CH2:10][C@@H:11]2[C@@H:7]([CH2:12]2)[N:8]1[C:18]([O:20][C:21]([CH3:24])([CH3:23])[CH3:22])=[O:19], predict the reactants needed to synthesize it. (2) Given the product [CH3:7][N:8]1[CH2:31][CH2:30][C:11]2[N:12]([CH2:20][CH2:21][N:23]3[CH2:24][CH2:25][N:26]([CH3:29])[CH2:27][CH2:28]3)[C:13]3[CH:14]=[CH:15][C:16]([CH3:19])=[CH:17][C:18]=3[C:10]=2[CH2:9]1, predict the reactants needed to synthesize it. The reactants are: [H-].[H-].[H-].[H-].[Li+].[Al+3].[CH3:7][N:8]1[CH2:31][CH2:30][C:11]2[N:12]([CH2:20][C:21]([N:23]3[CH2:28][CH2:27][N:26]([CH3:29])[CH2:25][CH2:24]3)=O)[C:13]3[CH:14]=[CH:15][C:16]([CH3:19])=[CH:17][C:18]=3[C:10]=2[CH2:9]1. (3) Given the product [O:3]=[C:4]1[C:12]2[C:7](=[CH:8][CH:9]=[CH:10][CH:11]=2)[N:6]([C:13]([O:15][C:16]([CH3:19])([CH3:18])[CH3:17])=[O:14])[CH2:5]1, predict the reactants needed to synthesize it. The reactants are: C([O:3][C:4]1[C:12]2[C:7](=[CH:8][CH:9]=[CH:10][CH:11]=2)[N:6]([C:13]([O:15][C:16]([CH3:19])([CH3:18])[CH3:17])=[O:14])[CH:5]=1)=O.O1CCCC1.C(=O)([O-])[O-].[K+].[K+]. (4) Given the product [C:3]([CH2:5][CH2:6][CH2:7][CH2:8][CH2:9][CH2:10][CH2:11][O:12][C:13]1[C:14]([Se:27][C:28]2[CH:38]=[CH:37][C:31]([C:32]([OH:34])=[O:33])=[CH:30][CH:29]=2)=[CH:15][C:16]2[C:17]([CH3:25])([CH3:26])[CH2:18][CH2:19][C:20]([CH3:24])([CH3:23])[C:21]=2[CH:22]=1)([OH:4])=[O:2], predict the reactants needed to synthesize it. The reactants are: C[O:2][C:3]([CH2:5][CH2:6][CH2:7][CH2:8][CH2:9][CH2:10][CH2:11][O:12][C:13]1[C:14]([Se:27][C:28]2[CH:38]=[CH:37][C:31]([C:32]([O:34]CC)=[O:33])=[CH:30][CH:29]=2)=[CH:15][C:16]2[C:17]([CH3:26])([CH3:25])[CH2:18][CH2:19][C:20]([CH3:24])([CH3:23])[C:21]=2[CH:22]=1)=[O:4].[OH-].[Na+]. (5) The reactants are: [CH3:1][O:2][C:3]1[CH:4]=[C:5]([C:9]2[C:17]3[C:12](=[CH:13][CH:14]=[CH:15][CH:16]=3)[CH2:11][CH:10]=2)[CH:6]=[CH:7][CH:8]=1.[Li]N([Si](C)(C)C)[Si](C)(C)C.Br[CH2:29][C:30]([O:32][CH2:33][CH3:34])=[O:31]. Given the product [CH3:1][O:2][C:3]1[CH:4]=[C:5]([C:9]2[C:17]3[C:12](=[CH:13][CH:14]=[CH:15][CH:16]=3)[CH:11]([CH2:29][C:30]([O:32][CH2:33][CH3:34])=[O:31])[CH:10]=2)[CH:6]=[CH:7][CH:8]=1, predict the reactants needed to synthesize it. (6) Given the product [CH3:14][O:13][C:5]1[CH:6]=[CH:7][C:8]([N+:10]([O-:12])=[O:11])=[CH:9][C:4]=1[C:19]1[S:15][CH:16]=[N:17][CH:18]=1, predict the reactants needed to synthesize it. The reactants are: N#N.I[C:4]1[CH:9]=[C:8]([N+:10]([O-:12])=[O:11])[CH:7]=[CH:6][C:5]=1[O:13][CH3:14].[S:15]1[CH:19]=[CH:18][N:17]=[CH:16]1.C([O-])(=O)C.[K+]. (7) Given the product [Br:13][C:14]1[CH:15]=[C:16]([CH:21]=[CH:22][C:23]=1[CH2:24][Br:32])[C:17]([O:19][CH3:20])=[O:18], predict the reactants needed to synthesize it. The reactants are: CC(N=NC(C#N)(C)C)(C#N)C.[Br:13][C:14]1[CH:15]=[C:16]([CH:21]=[CH:22][C:23]=1[CH3:24])[C:17]([O:19][CH3:20])=[O:18].C1C(=O)N([Br:32])C(=O)C1. (8) Given the product [Cl:3][CH2:6][C:7]1[N:8]=[C:9]([C:13]2[CH:18]=[CH:17][CH:16]=[CH:15][CH:14]=2)[O:10][C:11]=1[CH3:12], predict the reactants needed to synthesize it. The reactants are: P(Cl)(Cl)([Cl:3])=O.[CH3:6][C:7]1[N+:8]([O-])=[C:9]([C:13]2[CH:18]=[CH:17][CH:16]=[CH:15][CH:14]=2)[O:10][C:11]=1[CH3:12].